From a dataset of CYP3A4 inhibition data for predicting drug metabolism from PubChem BioAssay. Regression/Classification. Given a drug SMILES string, predict its absorption, distribution, metabolism, or excretion properties. Task type varies by dataset: regression for continuous measurements (e.g., permeability, clearance, half-life) or binary classification for categorical outcomes (e.g., BBB penetration, CYP inhibition). Dataset: cyp3a4_veith. (1) The compound is CC(C)[C@@H](Br)C(=O)NCC(=O)O. The result is 0 (non-inhibitor). (2) The molecule is O=C(O)CN1C(=O)O[C@@H](c2ccccc2)C1=O. The result is 0 (non-inhibitor). (3) The compound is CN(C)CCN1C(=O)C(O)=C(C(=O)c2cc3ccccc3o2)C1c1ccccn1. The result is 0 (non-inhibitor). (4) The molecule is O=S(=O)(O)[C@@H](c1ccccc1)[C@@H](O)c1ccccc1. The result is 0 (non-inhibitor). (5) The compound is CCC(NC(=O)c1ccccc1NC(=O)c1ccco1)C(=O)NC1CCCCC1. The result is 1 (inhibitor).